This data is from Peptide-MHC class I binding affinity with 185,985 pairs from IEDB/IMGT. The task is: Regression. Given a peptide amino acid sequence and an MHC pseudo amino acid sequence, predict their binding affinity value. This is MHC class I binding data. The peptide sequence is KIPNLSISTPF. The MHC is Mamu-A01 with pseudo-sequence Mamu-A01. The binding affinity (normalized) is 0.259.